From a dataset of Peptide-MHC class I binding affinity with 185,985 pairs from IEDB/IMGT. Regression. Given a peptide amino acid sequence and an MHC pseudo amino acid sequence, predict their binding affinity value. This is MHC class I binding data. (1) The peptide sequence is MGVTGILQL. The binding affinity (normalized) is 0. The MHC is HLA-A24:02 with pseudo-sequence HLA-A24:02. (2) The peptide sequence is HQTLQDPRVR. The MHC is HLA-A02:01 with pseudo-sequence HLA-A02:01. The binding affinity (normalized) is 0.0872.